From a dataset of Reaction yield outcomes from USPTO patents with 853,638 reactions. Predict the reaction yield, written as a fraction of the theoretical maximum amount of product (1.0 means a 100% yield; for example, 0.34 means a 34% yield). (1) The reactants are Br[CH2:2][C:3]1[S:17][C:6]2=[N:7][CH:8]=[C:9]([C:12]([O:14][CH2:15][CH3:16])=[O:13])[C:10](=[O:11])[N:5]2[CH:4]=1.[NH:18]1[CH2:23][CH2:22][O:21][CH2:20][CH2:19]1. The catalyst is CN(C=O)C.C(Cl)Cl. The product is [N:18]1([CH2:2][C:3]2[S:17][C:6]3=[N:7][CH:8]=[C:9]([C:12]([O:14][CH2:15][CH3:16])=[O:13])[C:10](=[O:11])[N:5]3[CH:4]=2)[CH2:23][CH2:22][O:21][CH2:20][CH2:19]1. The yield is 0.800. (2) The reactants are Cl.[Cl:2][C:3]1[CH:4]=[C:5]([C:13]2[S:17][C:16]([C:18]3[CH:28]=[CH:27][C:21]4[CH2:22][CH2:23][NH:24][CH2:25][CH2:26][C:20]=4[CH:19]=3)=[N:15][CH:14]=2)[CH:6]=[CH:7][C:8]=1[O:9][CH:10]([CH3:12])[CH3:11].Br[CH2:30][CH2:31][CH2:32][C:33]([O:35][CH2:36][CH3:37])=[O:34].C([O-])([O-])=O.[K+].[K+]. The catalyst is CN(C=O)C. The product is [Cl:2][C:3]1[CH:4]=[C:5]([C:13]2[S:17][C:16]([C:18]3[CH:28]=[CH:27][C:21]4[CH2:22][CH2:23][N:24]([CH2:30][CH2:31][CH2:32][C:33]([O:35][CH2:36][CH3:37])=[O:34])[CH2:25][CH2:26][C:20]=4[CH:19]=3)=[N:15][CH:14]=2)[CH:6]=[CH:7][C:8]=1[O:9][CH:10]([CH3:12])[CH3:11]. The yield is 0.800. (3) The reactants are [C:1]([O:9][C@@H:10]1[C@@:16]([CH2:27]OC(OC2C=CC=CC=2)=S)([CH2:17][O:18][C:19](=[O:26])[C:20]2[CH:25]=[CH:24][CH:23]=[CH:22][CH:21]=2)[O:15][C@@H:12]([O:13][CH3:14])[C@H:11]1[F:38])(=[O:8])[C:2]1[CH:7]=[CH:6][CH:5]=[CH:4][CH:3]=1.N(C1(C#N)CCCCC1)=NC1(C#N)CCCCC1.C[Si]([SiH]([Si](C)(C)C)[Si](C)(C)C)(C)C. The catalyst is C1(C)C=CC=CC=1. The product is [C:1]([O:9][C@@H:10]1[C@@:16]([CH3:27])([CH2:17][O:18][C:19](=[O:26])[C:20]2[CH:25]=[CH:24][CH:23]=[CH:22][CH:21]=2)[O:15][C@@H:12]([O:13][CH3:14])[C@H:11]1[F:38])(=[O:8])[C:2]1[CH:3]=[CH:4][CH:5]=[CH:6][CH:7]=1. The yield is 0.840. (4) The reactants are [C:1]([O:5][C:6]([NH:8][CH:9]1[C:27](=[O:28])[N:26]2[CH:22]([CH2:23][CH:24]([O:29][Si:30]([C:33]([CH3:36])([CH3:35])[CH3:34])([CH3:32])[CH3:31])[CH2:25]2)[C:21](=[O:37])[NH:20][C:19]2([C:38]([OH:40])=O)[CH:17]([CH2:18]2)[CH:16]=[CH:15][CH2:14][CH2:13][CH2:12][CH2:11][CH2:10]1)=[O:7])([CH3:4])([CH3:3])[CH3:2].C1N=CN(C(N2C=NC=C2)=O)C=1.[CH:53]1([S:56]([NH2:59])(=[O:58])=[O:57])[CH2:55][CH2:54]1.C1CCN2C(=NCCC2)CC1. The catalyst is C1COCC1. The product is [C:1]([O:5][C:6](=[O:7])[NH:8][CH:9]1[C:27](=[O:28])[N:26]2[CH:22]([CH2:23][CH:24]([O:29][Si:30]([C:33]([CH3:35])([CH3:36])[CH3:34])([CH3:31])[CH3:32])[CH2:25]2)[C:21](=[O:37])[NH:20][C:19]2([C:38]([NH:59][S:56]([CH:53]3[CH2:55][CH2:54]3)(=[O:58])=[O:57])=[O:40])[CH:17]([CH2:18]2)[CH:16]=[CH:15][CH2:14][CH2:13][CH2:12][CH2:11][CH2:10]1)([CH3:3])([CH3:4])[CH3:2]. The yield is 0.510.